This data is from Forward reaction prediction with 1.9M reactions from USPTO patents (1976-2016). The task is: Predict the product of the given reaction. (1) Given the reactants [NH2:1][CH2:2][CH2:3][CH2:4][C:5]1[CH:6]=[C:7]2[C:12](=[C:13]3[CH:18]=[C:17](Br)[CH:16]=[CH:15][C:14]=13)[C:11](=[O:20])[NH:10][CH:9]=[CH:8]2.[C:21]([Cu])#[N:22].N#N, predict the reaction product. The product is: [NH2:1][CH2:2][CH2:3][CH2:4][C:5]1[CH:6]=[C:7]2[C:12](=[C:13]3[CH:18]=[C:17]([C:21]#[N:22])[CH:16]=[CH:15][C:14]=13)[C:11](=[O:20])[NH:10][CH:9]=[CH:8]2. (2) Given the reactants [C:1]1([CH2:7][O:8][C:9]2[CH:10]=[C:11]([C@@H:15]3[N:19]([C:20]([O:22][C:23]([CH3:26])([CH3:25])[CH3:24])=[O:21])[C@H:18]([C:27]([O:29][CH3:30])=[O:28])[CH2:17][CH2:16]3)[CH:12]=[CH:13][CH:14]=2)[CH:6]=[CH:5][CH:4]=[CH:3][CH:2]=1.[Li+].C[Si]([N-][Si](C)(C)C)(C)C.Br[CH2:42][C:43]#[N:44], predict the reaction product. The product is: [C:43]([CH2:42][C@@:18]1([C:27]([O:29][CH3:30])=[O:28])[CH2:17][CH2:16][C@H:15]([C:11]2[CH:12]=[CH:13][CH:14]=[C:9]([O:8][CH2:7][C:1]3[CH:6]=[CH:5][CH:4]=[CH:3][CH:2]=3)[CH:10]=2)[N:19]1[C:20]([O:22][C:23]([CH3:26])([CH3:25])[CH3:24])=[O:21])#[N:44]. (3) The product is: [Cl:63][C:60]1[CH:59]=[CH:58][C:57]([CH:45]([C:42]2[CH:43]=[CH:44][C:39]([B:29]3[O:30][C:31]([CH3:36])([CH3:37])[C:32]([CH3:34])([CH3:35])[O:33]3)=[CH:40][CH:41]=2)[N:46]2[C:54](=[O:55])[C:53]3[C:48](=[CH:49][CH:50]=[CH:51][CH:52]=3)[C:47]2=[O:56])=[CH:62][CH:61]=1. Given the reactants C1(P(C2CCCCC2)C2CCCCC2)CCCCC1.[B:29]1([B:29]2[O:33][C:32]([CH3:35])([CH3:34])[C:31]([CH3:37])([CH3:36])[O:30]2)[O:33][C:32]([CH3:35])([CH3:34])[C:31]([CH3:37])([CH3:36])[O:30]1.Br[C:39]1[CH:44]=[CH:43][C:42]([CH:45]([C:57]2[CH:62]=[CH:61][C:60]([Cl:63])=[CH:59][CH:58]=2)[N:46]2[C:54](=[O:55])[C:53]3[C:48](=[CH:49][CH:50]=[CH:51][CH:52]=3)[C:47]2=[O:56])=[CH:41][CH:40]=1.C([O-])(=O)C.[K+], predict the reaction product. (4) Given the reactants [Br:1][C:2]1[CH:7]=[C:6]([N+:8]([O-])=O)[C:5]([O:11][CH:12]([CH3:14])[CH3:13])=[CH:4][C:3]=1[CH3:15].Cl, predict the reaction product. The product is: [Br:1][C:2]1[C:3]([CH3:15])=[CH:4][C:5]([O:11][CH:12]([CH3:13])[CH3:14])=[C:6]([NH2:8])[CH:7]=1.